Dataset: Full USPTO retrosynthesis dataset with 1.9M reactions from patents (1976-2016). Task: Predict the reactants needed to synthesize the given product. (1) Given the product [C:20]([NH:19][C:17]1[S:16][C:14]2[N:15]=[C:10]([N:9]([CH3:23])[C:4]3[CH:5]=[CH:6][C:7]([F:8])=[C:2]([NH:1][C:32](=[O:33])[C:31]4[CH:35]=[CH:36][CH:37]=[C:29]([C:25]([CH3:24])([CH3:28])[C:26]#[CH:27])[CH:30]=4)[CH:3]=3)[N:11]=[CH:12][C:13]=2[N:18]=1)(=[O:22])[CH3:21], predict the reactants needed to synthesize it. The reactants are: [NH2:1][C:2]1[CH:3]=[C:4]([N:9]([CH3:23])[C:10]2[N:11]=[CH:12][C:13]3[N:18]=[C:17]([NH:19][C:20](=[O:22])[CH3:21])[S:16][C:14]=3[N:15]=2)[CH:5]=[CH:6][C:7]=1[F:8].[CH3:24][C:25]([C:29]1[CH:30]=[C:31]([CH:35]=[CH:36][CH:37]=1)[C:32](O)=[O:33])([CH3:28])[C:26]#[CH:27].F[P-](F)(F)(F)(F)F.N1(OC(N(C)C)=[N+](C)C)C2N=CC=CC=2N=N1.C(=O)([O-])O.[Na+]. (2) Given the product [C:14]([C:18]1[CH:23]=[CH:22][C:21]([C:24]2[O:3][C:2]([C:4]3[CH:13]=[CH:12][C:7]([C:8]([O:10][CH3:11])=[O:9])=[CH:6][CH:5]=3)=[N:26][N:25]=2)=[CH:20][CH:19]=1)([CH3:17])([CH3:15])[CH3:16], predict the reactants needed to synthesize it. The reactants are: Cl[C:2]([C:4]1[CH:13]=[CH:12][C:7]([C:8]([O:10][CH3:11])=[O:9])=[CH:6][CH:5]=1)=[O:3].[C:14]([C:18]1[CH:23]=[CH:22][C:21]([C:24]2NN=[N:26][N:25]=2)=[CH:20][CH:19]=1)([CH3:17])([CH3:16])[CH3:15].N1C=CC=CC=1. (3) Given the product [CH2:1]([O:3][C:4]([C:6]1[C:7]([CH3:30])=[C:8]2[C:13](=[CH:14][C:15]=1[CH3:16])[N:12]=[C:11]([CH2:17][CH2:18][C:19](=[O:20])[NH:40][CH2:39][CH3:38])[N:10]([C:22]1[CH:27]=[CH:26][CH:25]=[CH:24][C:23]=1[Cl:28])[C:9]2=[O:29])=[O:5])[CH3:2], predict the reactants needed to synthesize it. The reactants are: [CH2:1]([O:3][C:4]([C:6]1[C:7]([CH3:30])=[C:8]2[C:13](=[CH:14][C:15]=1[CH3:16])[N:12]=[C:11]([CH2:17][CH2:18][C:19](O)=[O:20])[N:10]([C:22]1[CH:27]=[CH:26][CH:25]=[CH:24][C:23]=1[Cl:28])[C:9]2=[O:29])=[O:5])[CH3:2].C(OC(C1C(C)=[C:38]2C(=CC=1C)N=C(CCC(OCC)=O)[N:40](C1C=CC=CC=1Cl)[C:39]2=O)=O)C. (4) Given the product [F:1][C:2]1[CH:3]=[CH:4][C:5]([N:8]2[C:16]3[C:11](=[CH:12][C:13]([C:17]([OH:21])=[O:18])=[CH:14][CH:15]=3)[CH:10]=[N:9]2)=[CH:6][CH:7]=1, predict the reactants needed to synthesize it. The reactants are: [F:1][C:2]1[CH:7]=[CH:6][C:5]([N:8]2[C:16]3[C:11](=[CH:12][C:13]([CH2:17][OH:18])=[CH:14][CH:15]=3)[CH:10]=[N:9]2)=[CH:4][CH:3]=1.CC(C)=[O:21].OS(O)(=O)=O.O=[Cr](=O)=O. (5) Given the product [Cl:16][C:17]1[CH:18]=[C:19]([CH2:20][N:21]([CH3:39])[C:22](=[O:38])[CH2:23][C:24]2([C:30]3[CH:35]=[CH:34][C:33]([F:36])=[CH:32][C:31]=3[CH3:37])[CH2:29][CH2:28][N:27]([CH2:4][CH2:3][O:2][CH3:1])[CH2:26][CH2:25]2)[CH:40]=[C:41]([Cl:43])[CH:42]=1, predict the reactants needed to synthesize it. The reactants are: [CH3:1][O:2][CH2:3][CH2:4]Br.CCN(C(C)C)C(C)C.Cl.[Cl:16][C:17]1[CH:18]=[C:19]([CH:40]=[C:41]([Cl:43])[CH:42]=1)[CH2:20][N:21]([CH3:39])[C:22](=[O:38])[CH2:23][C:24]1([C:30]2[CH:35]=[CH:34][C:33]([F:36])=[CH:32][C:31]=2[CH3:37])[CH2:29][CH2:28][NH:27][CH2:26][CH2:25]1. (6) Given the product [CH3:18][C:17]1[C:16]([C:15]([O:20][CH2:21][CH3:22])=[O:19])=[C:4]2[CH:5]=[CH:6][CH:7]=[CH:8][N:3]2[N:2]=1, predict the reactants needed to synthesize it. The reactants are: [I-].[NH2:2][N+:3]1[CH:8]=[CH:7][CH:6]=[CH:5][CH:4]=1.C(=O)([O-])[O-].[K+].[K+].[C:15]([O:20][CH2:21][CH3:22])(=[O:19])[C:16]#[C:17][CH3:18]. (7) Given the product [Cl:1][C:2]1[CH:3]=[CH:4][C:5]([C@H:8]([C@@H:12]([CH3:17])[C:13]([F:16])([F:15])[F:14])[C:9]([NH:18][C:19]2[CH:20]=[C:21]([CH:33]=[CH:34][C:35]=2[F:36])[CH2:22][C:23]2([C:26]([O:28][C:29]([CH3:32])([CH3:31])[CH3:30])=[O:27])[CH2:24][CH2:25]2)=[O:11])=[CH:6][CH:7]=1, predict the reactants needed to synthesize it. The reactants are: [Cl:1][C:2]1[CH:7]=[CH:6][C:5]([CH:8]([C@@H:12]([CH3:17])[C:13]([F:16])([F:15])[F:14])[C:9]([OH:11])=O)=[CH:4][CH:3]=1.[NH2:18][C:19]1[CH:20]=[C:21]([CH:33]=[CH:34][C:35]=1[F:36])[CH2:22][C:23]1([C:26]([O:28][C:29]([CH3:32])([CH3:31])[CH3:30])=[O:27])[CH2:25][CH2:24]1. (8) Given the product [CH3:1][O:2][C:3]([C:5]1[CH:6]=[C:7]2[C:12](=[C:13]([CH:15]3[CH2:19][CH2:18][CH2:17][N:16]3[C:20]([O:22][C:23]([CH3:26])([CH3:24])[CH3:25])=[O:21])[CH:14]=1)[O:11][C:10]([N:27]1[CH2:32][CH2:31][O:30][C@H:29]([CH3:33])[CH2:28]1)=[CH:9][C:8]2=[O:34])=[O:4], predict the reactants needed to synthesize it. The reactants are: [CH3:1][O:2][C:3]([C:5]1[CH:6]=[C:7]2[C:12](=[C:13]([C:15]3[N:16]([C:20]([O:22][C:23]([CH3:26])([CH3:25])[CH3:24])=[O:21])[CH:17]=[CH:18][CH:19]=3)[CH:14]=1)[O:11][C:10]([N:27]1[CH2:32][CH2:31][O:30][C@H:29]([CH3:33])[CH2:28]1)=[CH:9][C:8]2=[O:34])=[O:4]. (9) Given the product [Cl:19][C:2]1[C:12]([C:13]([Cl:15])=[O:14])=[CH:6][N:5]=[C:4]([CH3:11])[CH:3]=1, predict the reactants needed to synthesize it. The reactants are: O[C:2]1C(C(O)=O)=[CH:6][N:5]=[C:4]([CH3:11])[CH:3]=1.[C:12](Cl)(=O)[C:13]([Cl:15])=[O:14].C(Cl)[Cl:19].